This data is from Reaction yield outcomes from USPTO patents with 853,638 reactions. The task is: Predict the reaction yield, written as a fraction of the theoretical maximum amount of product (1.0 means a 100% yield; for example, 0.34 means a 34% yield). The reactants are [Si:1]([O:8][CH2:9][C:10]1([CH3:38])[S:16][CH2:15][CH2:14][N:13]2[C:17]([C:20]3([C:23]4[CH:28]=[CH:27][C:26](B5OC(C)(C)C(C)(C)O5)=[CH:25][CH:24]=4)[CH2:22][CH2:21]3)=[N:18][N:19]=[C:12]2[CH2:11]1)([C:4]([CH3:7])([CH3:6])[CH3:5])([CH3:3])[CH3:2].[Br:39][C:40]1[CH:41]=[N:42][CH:43]=[C:44](Br)[CH:45]=1.C(=O)([O-])[O-].[K+].[K+]. The catalyst is C(COC)OC.O.C1C=CC([P]([Pd]([P](C2C=CC=CC=2)(C2C=CC=CC=2)C2C=CC=CC=2)([P](C2C=CC=CC=2)(C2C=CC=CC=2)C2C=CC=CC=2)[P](C2C=CC=CC=2)(C2C=CC=CC=2)C2C=CC=CC=2)(C2C=CC=CC=2)C2C=CC=CC=2)=CC=1. The product is [Br:39][C:40]1[CH:45]=[C:44]([C:26]2[CH:25]=[CH:24][C:23]([C:20]3([C:17]4[N:13]5[CH2:14][CH2:15][S:16][C:10]([CH2:9][O:8][Si:1]([C:4]([CH3:7])([CH3:6])[CH3:5])([CH3:3])[CH3:2])([CH3:38])[CH2:11][C:12]5=[N:19][N:18]=4)[CH2:22][CH2:21]3)=[CH:28][CH:27]=2)[CH:43]=[N:42][CH:41]=1. The yield is 0.910.